This data is from Full USPTO retrosynthesis dataset with 1.9M reactions from patents (1976-2016). The task is: Predict the reactants needed to synthesize the given product. Given the product [OH:7][C:1]([C:3]([F:6])([F:5])[F:4])=[O:2].[C:25]1([CH:22]2[CH2:23][CH2:24][CH:19]([NH:17][CH:16]3[CH2:13][NH:14][CH2:15]3)[CH2:20][CH2:21]2)[CH:30]=[CH:29][CH:28]=[CH:27][CH:26]=1, predict the reactants needed to synthesize it. The reactants are: [C:1]([OH:7])([C:3]([F:6])([F:5])[F:4])=[O:2].C(O[C:13](=O)[NH:14][CH:15]1C[N:17]([CH:19]2[CH2:24][CH2:23][CH:22]([C:25]3[CH:30]=[CH:29][CH:28]=[CH:27][CH:26]=3)[CH2:21][CH2:20]2)[CH2:16]1)(C)(C)C.